This data is from Peptide-MHC class I binding affinity with 185,985 pairs from IEDB/IMGT. The task is: Regression. Given a peptide amino acid sequence and an MHC pseudo amino acid sequence, predict their binding affinity value. This is MHC class I binding data. (1) The peptide sequence is STSQKSIVAY. The MHC is HLA-A26:01 with pseudo-sequence HLA-A26:01. The binding affinity (normalized) is 0.383. (2) The peptide sequence is AVLSIVNRV. The MHC is HLA-A02:01 with pseudo-sequence HLA-A02:01. The binding affinity (normalized) is 0.543. (3) The peptide sequence is VVGADGFGY. The MHC is HLA-B39:01 with pseudo-sequence HLA-B39:01. The binding affinity (normalized) is 0.0847. (4) The peptide sequence is TMKAIEKDR. The MHC is HLA-A11:01 with pseudo-sequence HLA-A11:01. The binding affinity (normalized) is 0.273. (5) The peptide sequence is KNDAVYIGY. The MHC is HLA-A11:01 with pseudo-sequence HLA-A11:01. The binding affinity (normalized) is 0.0847. (6) The peptide sequence is SWIPKRNRSI. The MHC is HLA-A29:02 with pseudo-sequence HLA-A29:02. The binding affinity (normalized) is 0.0303.